Regression. Given two drug SMILES strings and cell line genomic features, predict the synergy score measuring deviation from expected non-interaction effect. From a dataset of NCI-60 drug combinations with 297,098 pairs across 59 cell lines. (1) Drug 1: C1CC(=O)NC(=O)C1N2CC3=C(C2=O)C=CC=C3N. Drug 2: COC1=CC(=CC(=C1O)OC)C2C3C(COC3=O)C(C4=CC5=C(C=C24)OCO5)OC6C(C(C7C(O6)COC(O7)C8=CC=CS8)O)O. Cell line: 786-0. Synergy scores: CSS=18.9, Synergy_ZIP=-6.72, Synergy_Bliss=-6.77, Synergy_Loewe=-24.6, Synergy_HSA=-4.45. (2) Drug 1: CCN(CC)CCNC(=O)C1=C(NC(=C1C)C=C2C3=C(C=CC(=C3)F)NC2=O)C. Drug 2: C(CC(=O)O)C(=O)CN.Cl. Cell line: NCI-H322M. Synergy scores: CSS=18.9, Synergy_ZIP=-2.19, Synergy_Bliss=-3.97, Synergy_Loewe=-5.77, Synergy_HSA=-6.01. (3) Drug 1: CC12CCC(CC1=CCC3C2CCC4(C3CC=C4C5=CN=CC=C5)C)O. Drug 2: CCC1(CC2CC(C3=C(CCN(C2)C1)C4=CC=CC=C4N3)(C5=C(C=C6C(=C5)C78CCN9C7C(C=CC9)(C(C(C8N6C)(C(=O)OC)O)OC(=O)C)CC)OC)C(=O)OC)O.OS(=O)(=O)O. Cell line: OVCAR-5. Synergy scores: CSS=32.7, Synergy_ZIP=5.05, Synergy_Bliss=8.12, Synergy_Loewe=-7.99, Synergy_HSA=7.82. (4) Drug 1: C1=NC(=NC(=O)N1C2C(C(C(O2)CO)O)O)N. Drug 2: CC1=C(N=C(N=C1N)C(CC(=O)N)NCC(C(=O)N)N)C(=O)NC(C(C2=CN=CN2)OC3C(C(C(C(O3)CO)O)O)OC4C(C(C(C(O4)CO)O)OC(=O)N)O)C(=O)NC(C)C(C(C)C(=O)NC(C(C)O)C(=O)NCCC5=NC(=CS5)C6=NC(=CS6)C(=O)NCCC[S+](C)C)O. Cell line: SK-OV-3. Synergy scores: CSS=14.5, Synergy_ZIP=-5.97, Synergy_Bliss=-1.76, Synergy_Loewe=0.533, Synergy_HSA=1.48. (5) Drug 1: CC1=C2C(C(=O)C3(C(CC4C(C3C(C(C2(C)C)(CC1OC(=O)C(C(C5=CC=CC=C5)NC(=O)OC(C)(C)C)O)O)OC(=O)C6=CC=CC=C6)(CO4)OC(=O)C)OC)C)OC. Drug 2: C1=CC=C(C(=C1)C(C2=CC=C(C=C2)Cl)C(Cl)Cl)Cl. Cell line: SR. Synergy scores: CSS=40.4, Synergy_ZIP=-3.04, Synergy_Bliss=-10.3, Synergy_Loewe=-44.3, Synergy_HSA=-10.1. (6) Drug 1: C1CN1P(=S)(N2CC2)N3CC3. Drug 2: CNC(=O)C1=NC=CC(=C1)OC2=CC=C(C=C2)NC(=O)NC3=CC(=C(C=C3)Cl)C(F)(F)F. Cell line: OVCAR-4. Synergy scores: CSS=0.230, Synergy_ZIP=-0.186, Synergy_Bliss=-1.68, Synergy_Loewe=-3.75, Synergy_HSA=-2.82.